From a dataset of Reaction yield outcomes from USPTO patents with 853,638 reactions. Predict the reaction yield, written as a fraction of the theoretical maximum amount of product (1.0 means a 100% yield; for example, 0.34 means a 34% yield). (1) The reactants are [CH2:1]([O:8][C:9]1[CH:10]=[CH:11][C:12]([SH:16])=[C:13](O)[CH:14]=1)[C:2]1[CH:7]=[CH:6][CH:5]=[CH:4][CH:3]=1.[C:17]([O-:20])([O-])=O.[K+].[K+].[CH3:23]I. The catalyst is CN(C=O)C. The product is [CH2:1]([O:8][C:9]1[CH:10]=[CH:11][C:12]([S:16][CH3:23])=[C:13]([O:20][CH3:17])[CH:14]=1)[C:2]1[CH:7]=[CH:6][CH:5]=[CH:4][CH:3]=1. The yield is 0.680. (2) The reactants are [NH2:1][C:2]1[CH:7]=[CH:6][CH:5]=[CH:4][C:3]=1[C:8]1[NH:9][C:10]2[C:15]([CH:16]=1)=[CH:14][CH:13]=[CH:12][CH:11]=2.[OH:17][C:18]1[CH:23]=[CH:22][C:21]([CH2:24][C:25](O)=[O:26])=[CH:20][CH:19]=1.Cl.CN(CCCN=C=NCC)C. The catalyst is C(#N)C. The product is [OH:17][C:18]1[CH:23]=[CH:22][C:21]([CH2:24][C:25]([NH:1][C:2]2[CH:7]=[CH:6][CH:5]=[CH:4][C:3]=2[C:8]2[NH:9][C:10]3[C:15]([CH:16]=2)=[CH:14][CH:13]=[CH:12][CH:11]=3)=[O:26])=[CH:20][CH:19]=1. The yield is 0.750. (3) The reactants are [NH:1]1[C:5]2=[N+:6]([O-])[CH:7]=[CH:8][CH:9]=[C:4]2[CH:3]=[CH:2]1.CN(C)C=O.CS([Cl:20])(=O)=O.[OH-].[Na+]. The catalyst is O. The product is [Cl:20][C:9]1[CH:8]=[CH:7][N:6]=[C:5]2[NH:1][CH:2]=[CH:3][C:4]=12. The yield is 0.822. (4) The reactants are C([O:8][C:9]1[CH:10]=[C:11]([NH:15][C:16](=[O:36])[C:17]2[CH:22]=[CH:21][CH:20]=[CH:19][C:18]=2[NH:23][C:24](=[O:35])[C:25]2[CH:30]=[CH:29][C:28]([C:31]([CH3:34])([CH3:33])[CH3:32])=[CH:27][CH:26]=2)[CH:12]=[CH:13][CH:14]=1)C1C=CC=CC=1.[H][H]. The catalyst is O1CCCC1.[Pd]. The product is [C:31]([C:28]1[CH:29]=[CH:30][C:25]([C:24]([NH:23][C:18]2[CH:19]=[CH:20][CH:21]=[CH:22][C:17]=2[C:16]([NH:15][C:11]2[CH:12]=[CH:13][CH:14]=[C:9]([OH:8])[CH:10]=2)=[O:36])=[O:35])=[CH:26][CH:27]=1)([CH3:34])([CH3:32])[CH3:33]. The yield is 0.880. (5) The reactants are [CH2:1]([C:9]1[N:13]=[C:12]([C:14]2[CH:21]=[CH:20][C:17]([CH:18]=O)=[CH:16][CH:15]=2)[O:11][N:10]=1)[CH2:2][CH2:3][CH2:4][CH2:5][CH2:6][CH2:7][CH3:8].[F:22][C:23]([F:33])([F:32])[C:24]1[CH:31]=[CH:30][C:27]([CH2:28][NH2:29])=[CH:26][CH:25]=1. No catalyst specified. The product is [CH2:1]([C:9]1[N:13]=[C:12]([C:14]2[CH:21]=[CH:20][C:17]([CH2:18][NH:29][CH2:28][C:27]3[CH:26]=[CH:25][C:24]([C:23]([F:22])([F:32])[F:33])=[CH:31][CH:30]=3)=[CH:16][CH:15]=2)[O:11][N:10]=1)[CH2:2][CH2:3][CH2:4][CH2:5][CH2:6][CH2:7][CH3:8]. The yield is 0.490. (6) The reactants are [Si]([O:8][CH2:9][CH2:10][O:11][NH:12][C:13]([C:15]1[C:16]2[CH2:34][CH2:33][CH2:32][C:17]=2[C:18](=[O:31])[N:19]([CH3:30])[C:20]=1[NH:21][C:22]1[CH:27]=[CH:26][C:25]([I:28])=[CH:24][C:23]=1[F:29])=[O:14])(C(C)(C)C)(C)C.CCCC[N+](CCCC)(CCCC)CCCC.[F-]. The catalyst is C1COCC1. The product is [F:29][C:23]1[CH:24]=[C:25]([I:28])[CH:26]=[CH:27][C:22]=1[NH:21][C:20]1[N:19]([CH3:30])[C:18](=[O:31])[C:17]2[CH2:32][CH2:33][CH2:34][C:16]=2[C:15]=1[C:13]([NH:12][O:11][CH2:10][CH2:9][OH:8])=[O:14]. The yield is 0.810.